This data is from Full USPTO retrosynthesis dataset with 1.9M reactions from patents (1976-2016). The task is: Predict the reactants needed to synthesize the given product. (1) Given the product [CH3:9][O:8][C:5]1[CH:6]=[CH:7][C:2]([N:19]2[CH2:24][CH2:23][O:22][CH2:21][CH2:20]2)=[CH:3][CH:4]=1, predict the reactants needed to synthesize it. The reactants are: Br[C:2]1[CH:7]=[CH:6][C:5]([O:8][CH3:9])=[CH:4][CH:3]=1.ClC1C=CC(OC)=CC=1.[NH:19]1[CH2:24][CH2:23][O:22][CH2:21][CH2:20]1.CC([O-])(C)C.[Na+]. (2) Given the product [Cl:21][CH2:22][C:23]([C:3]1[CH:4]=[C:5]([F:8])[CH:6]=[CH:7][C:2]=1[F:1])([OH:33])[CH:24]([O:26][C:27](=[O:32])[C:28]([CH3:30])([CH3:29])[CH3:31])[CH3:25], predict the reactants needed to synthesize it. The reactants are: [F:1][C:2]1[CH:7]=[CH:6][C:5]([F:8])=[CH:4][C:3]=1[Mg]Br.FC1C=CC(F)=CC=1Br.[Mg].[Cl:21][CH2:22][C:23](=[O:33])[C@H:24]([O:26][C:27](=[O:32])[C:28]([CH3:31])([CH3:30])[CH3:29])[CH3:25].[Cl-].[NH4+]. (3) Given the product [CH3:6][CH:7]([C:8](=[O:9])[CH3:10])[CH2:14][CH2:13][CH2:19][S:16]([OH:15])(=[O:18])=[O:17], predict the reactants needed to synthesize it. The reactants are: [H-].[Na+].C(O[C:6](=O)[CH:7](C)[C:8]([CH3:10])=[O:9])C.[CH2:13]1[CH2:19][S:16](=[O:18])(=[O:17])[O:15][CH2:14]1. (4) The reactants are: [H-].[Na+].[CH3:3][NH:4][C:5](=[O:14])[O:6][CH2:7][C:8]1[CH:13]=[CH:12][CH:11]=[CH:10][CH:9]=1.CS(O[CH2:20][C@H:21]1[CH2:26][O:25][CH2:24][CH2:23][O:22]1)(=O)=O. Given the product [O:22]1[CH2:23][CH2:24][O:25][CH2:26][C@@H:21]1[CH2:20][N:4]([CH3:3])[C:5](=[O:14])[O:6][CH2:7][C:8]1[CH:9]=[CH:10][CH:11]=[CH:12][CH:13]=1, predict the reactants needed to synthesize it. (5) Given the product [NH2:1][C:2]1[C:11]([CH3:12])=[CH:10][C:9]([Br:13])=[CH:8][C:3]=1[C:4]([O:6][CH2:7][C:15]1[CH:20]=[CH:19][CH:18]=[CH:17][CH:16]=1)=[O:5], predict the reactants needed to synthesize it. The reactants are: [NH2:1][C:2]1[C:11]([CH3:12])=[CH:10][C:9]([Br:13])=[CH:8][C:3]=1[C:4]([O:6][CH3:7])=[O:5].C(O)[C:15]1[CH:20]=[CH:19][CH:18]=[CH:17][CH:16]=1.C[O-].[Na+].O. (6) Given the product [CH3:32][O:31][CH2:30][C:27]1[CH:28]=[CH:29][C:24]([CH:2]([C:3]([O:5][C:6]([CH3:7])([CH3:8])[CH3:9])=[O:4])[C:1]([O:11][C:12]([CH3:15])([CH3:14])[CH3:13])=[O:10])=[C:25]([N+:33]([O-:35])=[O:34])[CH:26]=1, predict the reactants needed to synthesize it. The reactants are: [C:1]([O:11][C:12]([CH3:15])([CH3:14])[CH3:13])(=[O:10])[CH2:2][C:3]([O:5][C:6]([CH3:9])([CH3:8])[CH3:7])=[O:4].[H-].[Na+].FC(F)(F)S(O[C:24]1[CH:29]=[CH:28][C:27]([CH2:30][O:31][CH3:32])=[CH:26][C:25]=1[N+:33]([O-:35])=[O:34])(=O)=O. (7) The reactants are: [Cl:1][C:2]1[CH:3]=[CH:4][C:5]([NH:8][C:9](=[O:33])[C:10]2[CH:15]=[CH:14][C:13]([CH2:16][OH:17])=[CH:12][C:11]=2[NH:18][CH2:19][CH:20]2[CH2:25][CH2:24][N:23](C(OC(C)(C)C)=O)[CH2:22][CH2:21]2)=[N:6][CH:7]=1.[B-][N+](C)(C)C. Given the product [Cl:1][C:2]1[CH:3]=[CH:4][C:5]([NH:8][C:9](=[O:33])[C:10]2[CH:15]=[CH:14][C:13]([CH2:16][OH:17])=[CH:12][C:11]=2[NH:18][CH2:19][CH:20]2[CH2:25][CH2:24][NH:23][CH2:22][CH2:21]2)=[N:6][CH:7]=1, predict the reactants needed to synthesize it.